From a dataset of Peptide-MHC class I binding affinity with 185,985 pairs from IEDB/IMGT. Regression. Given a peptide amino acid sequence and an MHC pseudo amino acid sequence, predict their binding affinity value. This is MHC class I binding data. (1) The peptide sequence is LPHNSVITV. The MHC is HLA-B53:01 with pseudo-sequence HLA-B53:01. The binding affinity (normalized) is 0.445. (2) The peptide sequence is YRYLCLIQKA. The MHC is Mamu-B08 with pseudo-sequence Mamu-B08. The binding affinity (normalized) is 0.424.